This data is from NCI-60 drug combinations with 297,098 pairs across 59 cell lines. The task is: Regression. Given two drug SMILES strings and cell line genomic features, predict the synergy score measuring deviation from expected non-interaction effect. (1) Drug 1: COC1=CC(=CC(=C1O)OC)C2C3C(COC3=O)C(C4=CC5=C(C=C24)OCO5)OC6C(C(C7C(O6)COC(O7)C8=CC=CS8)O)O. Drug 2: CC(C1=C(C=CC(=C1Cl)F)Cl)OC2=C(N=CC(=C2)C3=CN(N=C3)C4CCNCC4)N. Cell line: NCI-H226. Synergy scores: CSS=31.2, Synergy_ZIP=-1.34, Synergy_Bliss=4.25, Synergy_Loewe=-0.338, Synergy_HSA=5.15. (2) Drug 1: C1CC(=O)NC(=O)C1N2CC3=C(C2=O)C=CC=C3N. Drug 2: C1=NC2=C(N=C(N=C2N1C3C(C(C(O3)CO)O)F)Cl)N. Cell line: SNB-19. Synergy scores: CSS=33.2, Synergy_ZIP=-0.557, Synergy_Bliss=-3.04, Synergy_Loewe=-11.6, Synergy_HSA=-1.73. (3) Drug 1: C1CCC(CC1)NC(=O)N(CCCl)N=O. Drug 2: CCN(CC)CCCC(C)NC1=C2C=C(C=CC2=NC3=C1C=CC(=C3)Cl)OC. Cell line: RXF 393. Synergy scores: CSS=30.3, Synergy_ZIP=-4.38, Synergy_Bliss=0.858, Synergy_Loewe=1.39, Synergy_HSA=3.38. (4) Drug 1: CCCCCOC(=O)NC1=NC(=O)N(C=C1F)C2C(C(C(O2)C)O)O. Drug 2: CC1=C2C(C(=O)C3(C(CC4C(C3C(C(C2(C)C)(CC1OC(=O)C(C(C5=CC=CC=C5)NC(=O)OC(C)(C)C)O)O)OC(=O)C6=CC=CC=C6)(CO4)OC(=O)C)O)C)O. Cell line: NCI-H522. Synergy scores: CSS=-0.130, Synergy_ZIP=3.84, Synergy_Bliss=3.17, Synergy_Loewe=1.20, Synergy_HSA=-0.860. (5) Drug 1: CC1=C(C(=CC=C1)Cl)NC(=O)C2=CN=C(S2)NC3=CC(=NC(=N3)C)N4CCN(CC4)CCO. Drug 2: C1C(C(OC1N2C=NC3=C2NC=NCC3O)CO)O. Cell line: SK-MEL-28. Synergy scores: CSS=1.80, Synergy_ZIP=0.0619, Synergy_Bliss=2.16, Synergy_Loewe=-1.77, Synergy_HSA=0.366. (6) Drug 1: C1=NC2=C(N1)C(=S)N=C(N2)N. Drug 2: CC1=C(C=C(C=C1)C(=O)NC2=CC(=CC(=C2)C(F)(F)F)N3C=C(N=C3)C)NC4=NC=CC(=N4)C5=CN=CC=C5. Cell line: EKVX. Synergy scores: CSS=30.6, Synergy_ZIP=-3.80, Synergy_Bliss=1.13, Synergy_Loewe=-3.50, Synergy_HSA=-0.988. (7) Drug 2: CC1=C(N=C(N=C1N)C(CC(=O)N)NCC(C(=O)N)N)C(=O)NC(C(C2=CN=CN2)OC3C(C(C(C(O3)CO)O)O)OC4C(C(C(C(O4)CO)O)OC(=O)N)O)C(=O)NC(C)C(C(C)C(=O)NC(C(C)O)C(=O)NCCC5=NC(=CS5)C6=NC(=CS6)C(=O)NCCC[S+](C)C)O. Synergy scores: CSS=38.8, Synergy_ZIP=-11.9, Synergy_Bliss=-9.36, Synergy_Loewe=-6.44, Synergy_HSA=-5.59. Cell line: RPMI-8226. Drug 1: CC1=C(C(CCC1)(C)C)C=CC(=CC=CC(=CC(=O)O)C)C.